This data is from Forward reaction prediction with 1.9M reactions from USPTO patents (1976-2016). The task is: Predict the product of the given reaction. (1) Given the reactants [Cl:1][C:2]1[CH:11]=[CH:10][C:9]([N:12]2[CH2:17][CH2:16][N:15]([CH:18]([C:20]3[CH:25]=[CH:24][C:23]([O:26][CH3:27])=[C:22]([O:28][CH3:29])[CH:21]=3)[CH3:19])[CH2:14][CH2:13]2)=[CH:8][C:3]=1[O:4][CH2:5][CH2:6]O.C[CH2:31][N:32](CC)[CH2:33]C.CS(Cl)(=O)=O.C(=O)([O-])[O-].[K+].[K+].CC(N(C)C)=O, predict the reaction product. The product is: [Cl:1][C:2]1[CH:11]=[CH:10][C:9]([N:12]2[CH2:13][CH2:14][N:15]([CH:18]([C:20]3[CH:25]=[CH:24][C:23]([O:26][CH3:27])=[C:22]([O:28][CH3:29])[CH:21]=3)[CH3:19])[CH2:16][CH2:17]2)=[CH:8][C:3]=1[O:4][CH2:5][CH2:6][N:32]([CH3:33])[CH3:31]. (2) Given the reactants [OH:1][C:2]1[N:6]([C:7]2[CH:12]=[CH:11][C:10]([C:13](=[O:20])[NH:14][CH2:15][CH2:16][CH2:17][O:18][CH3:19])=[CH:9][N:8]=2)[N:5]=[CH:4][C:3]=1[C:21]([O:23][CH2:24][CH3:25])=[O:22].CO.[Si](C=[N+]=[N-])(C)(C)[CH3:29].C(O)(=O)C, predict the reaction product. The product is: [CH3:29][O:1][C:2]1[N:6]([C:7]2[CH:12]=[CH:11][C:10]([C:13](=[O:20])[NH:14][CH2:15][CH2:16][CH2:17][O:18][CH3:19])=[CH:9][N:8]=2)[N:5]=[CH:4][C:3]=1[C:21]([O:23][CH2:24][CH3:25])=[O:22]. (3) Given the reactants [CH:1]1[C:10]2[C:5](=[CH:6][CH:7]=[CH:8][CH:9]=2)[CH:4]=[CH:3][C:2]=1[C:11]([NH:13][C:14]1[CH:36]=[CH:35][C:17]([CH2:18][N:19]2[C:27]3[C:22](=[CH:23][C:24]([F:28])=[CH:25][CH:26]=3)[C:21]([CH2:29][C:30]([O:32]CC)=[O:31])=[N:20]2)=[CH:16][CH:15]=1)=[O:12].O.[OH-].[Li+].O.Cl, predict the reaction product. The product is: [CH:1]1[C:10]2[C:5](=[CH:6][CH:7]=[CH:8][CH:9]=2)[CH:4]=[CH:3][C:2]=1[C:11]([NH:13][C:14]1[CH:15]=[CH:16][C:17]([CH2:18][N:19]2[C:27]3[C:22](=[CH:23][C:24]([F:28])=[CH:25][CH:26]=3)[C:21]([CH2:29][C:30]([OH:32])=[O:31])=[N:20]2)=[CH:35][CH:36]=1)=[O:12]. (4) Given the reactants [Cl:1][C:2]1[CH:10]=[C:9]([NH:11][C:12]2[N:22]=[C:21]3[C:15]([N:16]([CH3:29])[C:17](=[O:28])[CH2:18][CH2:19][N:20]3[CH:23]3[CH2:27][CH2:26][CH2:25][CH2:24]3)=[CH:14][N:13]=2)[C:8]([O:30][CH3:31])=[CH:7][C:3]=1[C:4]([OH:6])=O.Cl.Cl.[CH3:34][N:35]1[CH2:39][CH2:38][C@@H:37]([NH2:40])[CH2:36]1.CN(C(ON1N=NC2C=CC=NC1=2)=[N+](C)C)C.F[P-](F)(F)(F)(F)F.CCN(C(C)C)C(C)C, predict the reaction product. The product is: [Cl:1][C:2]1[CH:10]=[C:9]([NH:11][C:12]2[N:22]=[C:21]3[C:15]([N:16]([CH3:29])[C:17](=[O:28])[CH2:18][CH2:19][N:20]3[CH:23]3[CH2:27][CH2:26][CH2:25][CH2:24]3)=[CH:14][N:13]=2)[C:8]([O:30][CH3:31])=[CH:7][C:3]=1[C:4]([NH:40][C@@H:37]1[CH2:38][CH2:39][N:35]([CH3:34])[CH2:36]1)=[O:6]. (5) The product is: [F:37][CH:35]([F:36])[O:34][C:31]1[CH:32]=[CH:33][C:28]([CH:23]([NH:22][C:17]([C:16]2[CH:15]=[N:14][N:11]3[CH:12]=[CH:13][C:8]([N:6]4[CH2:5][C@H:4]([CH3:20])[O:3][C@H:2]([CH3:1])[CH2:7]4)=[N:9][C:10]=23)=[O:19])[C:24]([OH:26])([CH3:27])[CH3:25])=[CH:29][C:30]=1[F:38]. Given the reactants [CH3:1][C@H:2]1[CH2:7][N:6]([C:8]2[CH:13]=[CH:12][N:11]3[N:14]=[CH:15][C:16]([C:17]([OH:19])=O)=[C:10]3[N:9]=2)[CH2:5][C@@H:4]([CH3:20])[O:3]1.Cl.[NH2:22][CH:23]([C:28]1[CH:33]=[CH:32][C:31]([O:34][CH:35]([F:37])[F:36])=[C:30]([F:38])[CH:29]=1)[C:24]([CH3:27])([OH:26])[CH3:25].F[P-](F)(F)(F)(F)F.CN([CH+]N1CCOCC1)C.C(N(CC)CC)C, predict the reaction product. (6) Given the reactants [CH3:1][O:2][C:3]1[N:8]=[CH:7][C:6]([CH:9]=O)=[CH:5][CH:4]=1.C(C=P([C:30]1[CH:35]=CC=CC=1)(C1C=CC=CC=1)C1C=CC=CC=1)(OCC)=O.[OH-].[Na+].[H-].[H-].[H-].[H-].[Li+].[Al+3].[Br-].[Br:45]N1C(=O)CCC1=O.C1C=CC(P(C2C=CC=CC=2)C2C=CC=CC=2)=CC=1, predict the reaction product. The product is: [Br:45][CH2:35][CH2:30][CH2:9][C:6]1[CH:5]=[CH:4][C:3]([O:2][CH3:1])=[N:8][CH:7]=1. (7) The product is: [NH2:30][C:26]1([C:23]2[CH:24]=[CH:25][C:20]([C:12]3[O:11][C:9]4[N:10]=[C:5]([NH:4][CH2:3][C@@H:2]([OH:1])[CH3:40])[N:6]([CH3:39])[C:7](=[O:38])[C:8]=4[C:13]=3[C:14]3[CH:15]=[CH:16][CH:17]=[CH:18][CH:19]=3)=[CH:21][CH:22]=2)[CH2:27][CH2:28][CH2:29]1. Given the reactants [OH:1][C@@H:2]([CH3:40])[CH2:3][NH:4][C:5]1[N:6]([CH3:39])[C:7](=[O:38])[C:8]2[C:13]([C:14]3[CH:19]=[CH:18][CH:17]=[CH:16][CH:15]=3)=[C:12]([C:20]3[CH:25]=[CH:24][C:23]([C:26]4([NH:30]C(=O)OC(C)(C)C)[CH2:29][CH2:28][CH2:27]4)=[CH:22][CH:21]=3)[O:11][C:9]=2[N:10]=1.C(O)(C(F)(F)F)=O.C([O-])([O-])=O.[Na+].[Na+], predict the reaction product. (8) Given the reactants [NH2:1][C:2]1[C:7]([F:8])=[C:6]([C:9]2[CH:14]=[CH:13][C:12]([Cl:15])=[C:11]([O:16][CH3:17])[C:10]=2[F:18])[N:5]=[C:4]([CH:19]=[O:20])[C:3]=1[Cl:21].CC(=CC)C.O.O.[OH:29]P([O-])([O-])=O.[Na+].[Na+].Cl([O-])=O.[Na+], predict the reaction product. The product is: [NH2:1][C:2]1[C:7]([F:8])=[C:6]([C:9]2[CH:14]=[CH:13][C:12]([Cl:15])=[C:11]([O:16][CH3:17])[C:10]=2[F:18])[N:5]=[C:4]([C:19]([OH:29])=[O:20])[C:3]=1[Cl:21].